This data is from Full USPTO retrosynthesis dataset with 1.9M reactions from patents (1976-2016). The task is: Predict the reactants needed to synthesize the given product. (1) Given the product [CH3:55][O:56][C:57]1[CH:62]=[CH:61][C:60]([CH2:63][NH:64][C:18]([C:17]2[C:12]([NH:11][CH2:10][CH2:9][NH:8][C:6](=[O:7])[O:5][C:1]([CH3:4])([CH3:2])[CH3:3])=[C:13]3[C:23]([CH3:24])=[N:22][N:21]([CH3:25])[C:14]3=[N:15][CH:16]=2)=[O:19])=[CH:59][CH:58]=1, predict the reactants needed to synthesize it. The reactants are: [C:1]([O:5][C:6]([NH:8][CH2:9][CH2:10][NH:11][C:12]1[C:17]([C:18](O)=[O:19])=[CH:16][N:15]=[C:14]2[N:21]([CH3:25])[N:22]=[C:23]([CH3:24])[C:13]=12)=[O:7])([CH3:4])([CH3:3])[CH3:2].Cl.C(N=C=NCCCN(C)C)C.ON1C2=NC=CC=C2N=N1.C(N(CC)CC)C.[CH3:55][O:56][C:57]1[CH:62]=[CH:61][C:60]([CH2:63][NH2:64])=[CH:59][CH:58]=1. (2) Given the product [SH:1][C:2]1[CH:7]=[CH:6][C:5]([CH:9]=[O:11])=[CH:4][CH:3]=1, predict the reactants needed to synthesize it. The reactants are: [SH:1][C:2]1[CH:7]=[CH:6][CH:5]=[CH:4][CH:3]=1.Cl[CH:9]([O:11]C)Cl. (3) Given the product [CH3:20][O:19][C:16]1[CH:17]=[CH:18][C:13]([CH:2]2[C:3]3[C:4](=[CH:5][C:6]([C:7]#[N:8])=[CH:9][CH:10]=3)[CH2:11][O:12]2)=[CH:14][CH:15]=1, predict the reactants needed to synthesize it. The reactants are: O[CH:2]([C:13]1[CH:18]=[CH:17][C:16]([O:19][CH3:20])=[CH:15][CH:14]=1)[C:3]1[CH:10]=[CH:9][C:6]([C:7]#[N:8])=[CH:5][C:4]=1[CH2:11][OH:12].P(=O)(O)(O)O. (4) Given the product [S:1]1[C:9]2[CH:8]=[CH:7][N:6]=[CH:5][C:4]=2[CH:3]=[C:2]1[B:15]([OH:20])[OH:16], predict the reactants needed to synthesize it. The reactants are: [S:1]1[C:9]2[CH:8]=[CH:7][N:6]=[CH:5][C:4]=2[CH:3]=[CH:2]1.C([Li])CCC.[B:15](OC(C)C)([O:20]C(C)C)[O:16]C(C)C.P(=O)(O)(O)O. (5) Given the product [C:34]([O:33][CH2:32][C@H:10]1[CH2:9][C@@H:8]([O:7][C:1](=[O:6])[C:2]([CH3:5])([CH3:4])[CH3:3])[CH2:13][CH2:12][C@@:11]1([C@H:15]1[CH2:28][CH2:27][C@@:26]2([CH3:29])[C@@H:17]([CH2:18][C:19]3[C:20]2=[N:21][C:22]([Cl:25])=[CH:23][CH:24]=3)[C@@H:16]1[CH2:30][OH:31])[CH3:14])(=[O:39])[C:35]([CH3:38])([CH3:37])[CH3:36], predict the reactants needed to synthesize it. The reactants are: [C:1]([O:7][C@H:8]1[CH2:13][CH2:12][C@@:11]([C@H:15]2[CH2:28][CH2:27][C@@:26]3([CH3:29])[C@@H:17]([CH2:18][C:19]4[C:20]3=[N:21][C:22]([Cl:25])=[CH:23][CH:24]=4)[C@@H:16]2[CH2:30][OH:31])([CH3:14])[C@@H:10]([CH2:32][OH:33])[CH2:9]1)(=[O:6])[C:2]([CH3:5])([CH3:4])[CH3:3].[C:34](Cl)(=[O:39])[C:35]([CH3:38])([CH3:37])[CH3:36]. (6) Given the product [O:1]1[C:10]2[C:5](=[CH:6][CH:7]=[CH:8][CH:9]=2)/[C:4](=[N:18]/[OH:19])/[CH2:3][CH2:2]1, predict the reactants needed to synthesize it. The reactants are: [O:1]1[C:10]2[C:5](=[CH:6][CH:7]=[CH:8][CH:9]=2)[C:4](=O)[CH2:3][CH2:2]1.C([O-])(=O)C.[Na+].Cl.[NH2:18][OH:19].C(=O)(O)[O-].[Na+]. (7) Given the product [Cl:1][C:2]1[CH:10]=[CH:9][C:8]2[N:7](/[CH:11]=[C:12](/[C:15]3[CH:20]=[CH:19][C:18]([F:21])=[CH:17][CH:16]=3)\[CH3:13])[C:6]3[CH2:22][CH2:23][N:24]([CH3:27])[CH2:25][CH2:26][C:5]=3[C:4]=2[CH:3]=1, predict the reactants needed to synthesize it. The reactants are: [Cl:1][C:2]1[CH:10]=[CH:9][C:8]2[N:7]([CH2:11][C:12]([C:15]3[CH:20]=[CH:19][C:18]([F:21])=[CH:17][CH:16]=3)(O)[CH3:13])[C:6]3[CH2:22][CH2:23][N:24]([CH3:27])[CH2:25][CH2:26][C:5]=3[C:4]=2[CH:3]=1.OS(O)(=O)=O.[OH-].[K+].